From a dataset of Full USPTO retrosynthesis dataset with 1.9M reactions from patents (1976-2016). Predict the reactants needed to synthesize the given product. (1) The reactants are: [CH2:1]([O:3][C:4]([C:6]1[N:7]([CH3:29])[C:8](CC)=[C:9]([C:25]#[N:26])[C:10]=1[C:11]1[CH:16]=[CH:15][C:14](OS(C(F)(F)F)(=O)=O)=[CH:13][CH:12]=1)=[O:5])[CH3:2].Br[C:31]1[C:39]2[CH:38]=[CH:37][S:36][C:35]=2[CH:34]=[CH:33][CH:32]=1. Given the product [CH2:1]([O:3][C:4]([C:6]1[N:7]([CH3:29])[CH:8]=[C:9]([C:25]#[N:26])[C:10]=1[C:11]1[CH:16]=[CH:15][C:14]([C:31]2[C:39]3[CH:38]=[CH:37][S:36][C:35]=3[CH:34]=[CH:33][CH:32]=2)=[CH:13][CH:12]=1)=[O:5])[CH3:2], predict the reactants needed to synthesize it. (2) Given the product [CH2:4]([O:5][C:6]1[CH:7]=[C:8]([CH:27]=[CH:28][C:29]=1[O:30][CH3:31])/[CH:9]=[C:10]1\[CH2:11][O:12][C:13]2[C:18]([C:19]\1=[O:20])=[C:17]([O:21][CH3:22])[C:16]([O:23][CH3:24])=[C:15]([O:25][CH3:26])[CH:14]=2)[CH:2]=[CH2:1], predict the reactants needed to synthesize it. The reactants are: [CH3:1][C:2]([CH3:4])=O.[OH:5][C:6]1[CH:7]=[C:8]([CH:27]=[CH:28][C:29]=1[O:30][CH3:31])/[CH:9]=[C:10]1\[CH2:11][O:12][C:13]2[C:18]([C:19]\1=[O:20])=[C:17]([O:21][CH3:22])[C:16]([O:23][CH3:24])=[C:15]([O:25][CH3:26])[CH:14]=2.C([O-])([O-])=O.[K+].[K+].